This data is from Full USPTO retrosynthesis dataset with 1.9M reactions from patents (1976-2016). The task is: Predict the reactants needed to synthesize the given product. (1) Given the product [CH2:1]([O:3][C:4](=[O:17])[CH:5]([CH2:8][C:9]1[CH:14]=[CH:13][C:12]([O:15][C:23]([CH3:18])([C:25]2[S:29][C:28]([C:30]3[CH:31]=[CH:32][C:33]([C:36]([F:37])([F:38])[F:39])=[CH:34][CH:35]=3)=[N:27][C:26]=2[CH3:40])[CH3:41])=[CH:11][C:10]=1[CH3:16])[CH2:6][CH3:7])[CH3:2], predict the reactants needed to synthesize it. The reactants are: [CH2:1]([O:3][C:4](=[O:17])[CH:5]([CH2:8][C:9]1[CH:14]=[CH:13][C:12]([OH:15])=[CH:11][C:10]=1[CH3:16])[CH2:6][CH3:7])[CH3:2].[CH:18]1([CH:23]([C:25]2[S:29][C:28]([C:30]3[CH:35]=[CH:34][C:33]([C:36]([F:39])([F:38])[F:37])=[CH:32][CH:31]=3)=[N:27][C:26]=2[CH3:40])O)CCCC1.[CH2:41](P(CCCC)CCCC)CCC.CN(C)C(N=NC(N(C)C)=O)=O. (2) The reactants are: [Br:1][C:2]1[C:3](F)=[C:4]2[C:10]([NH:11][C:12](=[O:16])[CH:13]([CH3:15])[CH3:14])=[CH:9][NH:8][C:5]2=[N:6][CH:7]=1.[F:18][C@@H:19]1[CH2:24][CH2:23][NH:22][CH2:21][C@H:20]1[NH:25]C(=O)OC(C)(C)C.CCN(C(C)C)C(C)C.C(O)(C(F)(F)F)=O.C(Cl)[Cl:50]. Given the product [ClH:50].[NH2:25][C@H:20]1[C@H:19]([F:18])[CH2:24][CH2:23][N:22]([C:3]2[C:2]([Br:1])=[CH:7][N:6]=[C:5]3[NH:8][CH:9]=[C:10]([NH:11][C:12](=[O:16])[CH:13]([CH3:15])[CH3:14])[C:4]=23)[CH2:21]1, predict the reactants needed to synthesize it. (3) Given the product [C:1]([O:5][C:6]([NH:8][C@H:9]([C:28]([O:30][C:31]([CH3:34])([CH3:33])[CH3:32])=[O:29])[CH2:10][C@H:11]([CH2:19][C:20]1[N:21]=[N:22][N:23]([CH2:25][CH2:26][F:42])[CH:24]=1)[C:12]([O:14][C:15]([CH3:18])([CH3:17])[CH3:16])=[O:13])=[O:7])([CH3:4])([CH3:3])[CH3:2], predict the reactants needed to synthesize it. The reactants are: [C:1]([O:5][C:6]([NH:8][C@H:9]([C:28]([O:30][C:31]([CH3:34])([CH3:33])[CH3:32])=[O:29])[CH2:10][C@H:11]([CH2:19][C:20]1[N:21]=[N:22][N:23]([CH2:25][CH2:26]O)[CH:24]=1)[C:12]([O:14][C:15]([CH3:18])([CH3:17])[CH3:16])=[O:13])=[O:7])([CH3:4])([CH3:3])[CH3:2].C(N(CC)CC)C.[F:42]C(F)(C(F)(F)F)C(F)(F)C(F)(F)S(F)(=O)=O.F.F.F.C(N(CC)CC)C. (4) Given the product [F:1][C:2]([F:14])([F:13])[C:3]([NH:5][C:6]1[CH:11]=[CH:10][CH:9]=[C:8](/[CH:15]=[C:16]2\[C:17](=[O:21])[O:18][CH2:19][CH2:20]\2)[CH:7]=1)=[O:4], predict the reactants needed to synthesize it. The reactants are: [F:1][C:2]([F:14])([F:13])[C:3]([NH:5][C:6]1[CH:11]=[CH:10][CH:9]=[C:8](I)[CH:7]=1)=[O:4].[CH2:15]=[C:16]1[CH2:20][CH2:19][O:18][C:17]1=[O:21].CC([O-])=O.[K+]. (5) Given the product [CH3:1][O:2][C:3]1[CH:8]=[CH:7][C:6]([C:9]([CH3:18])([CH2:13][CH2:14][CH:15]([CH3:17])[CH3:16])[C:10]([Cl:22])=[O:11])=[CH:5][CH:4]=1, predict the reactants needed to synthesize it. The reactants are: [CH3:1][O:2][C:3]1[CH:8]=[CH:7][C:6]([C:9]([CH3:18])([CH2:13][CH2:14][CH:15]([CH3:17])[CH3:16])[C:10](O)=[O:11])=[CH:5][CH:4]=1.C(Cl)(=O)C([Cl:22])=O.CN(C)C=O. (6) Given the product [CH3:1][C@H:2]1[CH2:7][O:6][CH2:5][CH2:4][N:3]1[C:8]1[N:13]=[C:12]([NH:37][C:28](=[O:29])[C:27]2[CH:31]=[CH:32][C:24]([O:23][CH3:22])=[C:25]([C:33]([F:36])([F:35])[F:34])[CH:26]=2)[CH:11]=[C:10]([N:14]2[CH2:19][CH2:18][O:17][CH2:16][C@@H:15]2[CH3:20])[N:9]=1, predict the reactants needed to synthesize it. The reactants are: [CH3:1][C@H:2]1[CH2:7][O:6][CH2:5][CH2:4][N:3]1[C:8]1(N)[N:13]=[CH:12][CH:11]=[C:10]([N:14]2[CH2:19][CH2:18][O:17][CH2:16][C@@H:15]2[CH3:20])[NH:9]1.[CH3:22][O:23][C:24]1[CH:32]=[CH:31][C:27]([C:28](Cl)=[O:29])=[CH:26][C:25]=1[C:33]([F:36])([F:35])[F:34].[N:37]1C=CC=CC=1. (7) Given the product [CH3:17][C:18]1[CH:23]=[C:22](/[CH:24]=[CH:15]/[C:14]2[N:13]3[C:9]([S:10][CH:11]=[CH:12]3)=[N:8][C:7]=2[C:1]2[CH:6]=[CH:5][CH:4]=[CH:3][CH:2]=2)[N:21]=[C:20]([NH2:25])[N:19]=1, predict the reactants needed to synthesize it. The reactants are: [C:1]1([C:7]2[N:8]=[C:9]3[N:13]([C:14]=2[CH:15]=O)[CH:12]=[CH:11][S:10]3)[CH:6]=[CH:5][CH:4]=[CH:3][CH:2]=1.[CH3:17][C:18]1[CH:23]=[C:22]([CH3:24])[N:21]=[C:20]([NH2:25])[N:19]=1.[O-]CC.[Na+].